This data is from Catalyst prediction with 721,799 reactions and 888 catalyst types from USPTO. The task is: Predict which catalyst facilitates the given reaction. (1) Reactant: [Br:1][C:2]1[CH:7]=[CH:6][C:5]([C:8](=[O:15])[CH2:9][C:10]([O:12][CH2:13][CH3:14])=[O:11])=[CH:4][CH:3]=1.[N:16]([O-])=[O:17].[Na+]. Product: [Br:1][C:2]1[CH:3]=[CH:4][C:5]([C:8](=[O:15])[C:9](=[N:16][OH:17])[C:10]([O:12][CH2:13][CH3:14])=[O:11])=[CH:6][CH:7]=1. The catalyst class is: 86. (2) Reactant: CC1(C)CO[C:5]2([CH2:11][CH2:10][C:8](=[O:9])[CH2:7][CH2:6]2)[O:4][CH2:3]1.COC1C=CC(O)=CC=1.[Li].N. Product: [CH3:3][O:4][C:5]1[CH2:11][CH2:10][CH:8]([OH:9])[CH2:7][CH:6]=1. The catalyst class is: 8. (3) Reactant: Cl[C:2]1[C:11]2[C:6](=[CH:7][CH:8]=[C:9]([N+:12]([O-:14])=[O:13])[CH:10]=2)[N:5]=[CH:4][C:3]=1[C:15]#[N:16].[CH:17]1([NH2:24])[CH2:23][CH2:22][CH2:21][CH2:20][CH2:19][CH2:18]1. Product: [CH:17]1([NH:24][C:2]2[C:11]3[C:6](=[CH:7][CH:8]=[C:9]([N+:12]([O-:14])=[O:13])[CH:10]=3)[N:5]=[CH:4][C:3]=2[C:15]#[N:16])[CH2:23][CH2:22][CH2:21][CH2:20][CH2:19][CH2:18]1. The catalyst class is: 14. (4) Reactant: CCN(C(C)C)C(C)C.[C:10]1([C:16]2[CH:20]=[C:19]([NH:21][C:22](=[O:27])[CH2:23][C:24]([OH:26])=O)[O:18][N:17]=2)[CH:15]=[CH:14][CH:13]=[CH:12][CH:11]=1.C1C=CC2N(O)N=NC=2C=1.Cl.[Br:39][C:40]1[CH:45]=[CH:44][CH:43]=[CH:42][C:41]=1[C:46]([N:48]1[CH2:53][CH2:52][NH:51][CH2:50][CH2:49]1)=[O:47]. Product: [Br:39][C:40]1[CH:45]=[CH:44][CH:43]=[CH:42][C:41]=1[C:46]([N:48]1[CH2:49][CH2:50][N:51]([C:24](=[O:26])[CH2:23][C:22]([NH:21][C:19]2[O:18][N:17]=[C:16]([C:10]3[CH:11]=[CH:12][CH:13]=[CH:14][CH:15]=3)[CH:20]=2)=[O:27])[CH2:52][CH2:53]1)=[O:47]. The catalyst class is: 18.